This data is from Full USPTO retrosynthesis dataset with 1.9M reactions from patents (1976-2016). The task is: Predict the reactants needed to synthesize the given product. Given the product [CH2:20]([O:19][C:17]([C:16]1[CH:15]=[C:14]([CH:12]2[C:39]([CH3:30])([CH3:38])[CH:40]([OH:36])[C:11]3[C:2](=[C:3]([C:4]([O:6][CH3:7])=[O:5])[CH:8]=[CH:9][CH:10]=3)[NH:1]2)[CH:29]=[CH:28][CH:27]=1)=[O:18])[C:21]1[CH:26]=[CH:25][CH:24]=[CH:23][CH:22]=1, predict the reactants needed to synthesize it. The reactants are: [NH2:1][C:2]1[CH:11]=[CH:10][CH:9]=[CH:8][C:3]=1[C:4]([O:6][CH3:7])=[O:5].[CH:12]([C:14]1[CH:15]=[C:16]([CH:27]=[CH:28][CH:29]=1)[C:17]([O:19][CH2:20][C:21]1[CH:26]=[CH:25][CH:24]=[CH:23][CH:22]=1)=[O:18])=O.[C:30](OCC)(=O)C.[O:36]1[CH2:40][CH2:39][CH2:38]C1.